The task is: Predict the reactants needed to synthesize the given product.. This data is from Full USPTO retrosynthesis dataset with 1.9M reactions from patents (1976-2016). Given the product [CH3:3][N:4]1[C:8]([C:9]2([C:10]#[N:11])[CH2:14][CH2:13]2)=[N:7][CH:6]=[N:5]1, predict the reactants needed to synthesize it. The reactants are: [H-].[Na+].[CH3:3][N:4]1[C:8]([CH2:9][C:10]#[N:11])=[N:7][CH:6]=[N:5]1.Br[CH2:13][CH2:14]Br.